Dataset: Forward reaction prediction with 1.9M reactions from USPTO patents (1976-2016). Task: Predict the product of the given reaction. (1) Given the reactants [ClH:1].C(OC(=O)[NH:8][CH2:9][CH2:10][N:11]1[CH:15]=[C:14]([I:16])[N:13]=[CH:12]1)(C)(C)C, predict the reaction product. The product is: [I:16][C:14]1[N:13]=[CH:12][N:11]([CH2:10][CH2:9][NH2:8])[CH:15]=1.[ClH:1]. (2) Given the reactants [Cl:1][C:2]1[C:3]2[C:10]([NH:11][C@H:12]([C@@H:16]([OH:18])[CH3:17])[C:13]([OH:15])=O)=[CH:9][CH:8]=[C:7]([C:19]#[N:20])[C:4]=2[S:5][CH:6]=1.[C:21]([C:23]1[CH:32]=[CH:31][C:26]([C:27]([NH:29][NH2:30])=[O:28])=[CH:25][CH:24]=1)#[N:22].C1C=CC2N(O)N=NC=2C=1.C(Cl)CCl.CCN(CC)CC, predict the reaction product. The product is: [Cl:1][C:2]1[C:3]2[C:10]([NH:11][C@H:12]([C@@H:16]([OH:18])[CH3:17])[C:13]([NH:30][NH:29][C:27](=[O:28])[C:26]3[CH:25]=[CH:24][C:23]([C:21]#[N:22])=[CH:32][CH:31]=3)=[O:15])=[CH:9][CH:8]=[C:7]([C:19]#[N:20])[C:4]=2[S:5][CH:6]=1. (3) Given the reactants [N:1]1([CH2:7][C:8]([N:10]2[CH2:15][CH2:14][CH2:13][CH2:12][CH2:11]2)=[O:9])[CH2:6][CH2:5][NH:4][CH2:3][CH2:2]1.Cl[C:17]1[CH:18]=[CH:19][C:20]2[N:21]([C:23]([C:26]([F:29])([F:28])[F:27])=[N:24][N:25]=2)[N:22]=1, predict the reaction product. The product is: [N:10]1([C:8](=[O:9])[CH2:7][N:1]2[CH2:2][CH2:3][N:4]([C:17]3[CH:18]=[CH:19][C:20]4[N:21]([C:23]([C:26]([F:27])([F:29])[F:28])=[N:24][N:25]=4)[N:22]=3)[CH2:5][CH2:6]2)[CH2:11][CH2:12][CH2:13][CH2:14][CH2:15]1. (4) Given the reactants [C:1]([O:5][C:6]([N:8]1[CH2:12][CH:11]2[CH:13]([CH2:33]SC(C)C)[CH:14]([N:16]3[CH2:20][CH2:19][CH:18]([NH:21][C:22]([O:24][CH2:25][C:26]4[CH:31]=[CH:30][CH:29]=[CH:28][CH:27]=4)=[O:23])[C:17]3=[O:32])[CH2:15][CH:10]2[CH2:9]1)=[O:7])([CH3:4])([CH3:3])[CH3:2].O[O:39][S:40]([O-:42])=O.[K+].C(OCC)(=O)C.[CH:50](O)([CH3:52])[CH3:51], predict the reaction product. The product is: [C:1]([O:5][C:6]([N:8]1[CH2:12][CH:11]2[CH:13]([CH2:33][S:40]([CH:50]([CH3:52])[CH3:51])(=[O:42])=[O:39])[CH:14]([N:16]3[CH2:20][CH2:19][CH:18]([NH:21][C:22]([O:24][CH2:25][C:26]4[CH:31]=[CH:30][CH:29]=[CH:28][CH:27]=4)=[O:23])[C:17]3=[O:32])[CH2:15][CH:10]2[CH2:9]1)=[O:7])([CH3:4])([CH3:2])[CH3:3]. (5) Given the reactants O[C:2]1[C:11]2[C:6](=[CH:7][C:8]([O:19][C:20]([CH3:22])=[O:21])=[C:9]([O:12][CH2:13][CH:14]3[CH2:18][CH2:17][CH2:16][CH2:15]3)[CH:10]=2)[N:5]=[CH:4][N:3]=1.S(Cl)([Cl:25])=O, predict the reaction product. The product is: [Cl:25][C:2]1[C:11]2[C:6](=[CH:7][C:8]([O:19][C:20]([CH3:22])=[O:21])=[C:9]([O:12][CH2:13][CH:14]3[CH2:18][CH2:17][CH2:16][CH2:15]3)[CH:10]=2)[N:5]=[CH:4][N:3]=1.